From a dataset of Forward reaction prediction with 1.9M reactions from USPTO patents (1976-2016). Predict the product of the given reaction. (1) Given the reactants [F:1][C:2]1[CH:8]=[CH:7][C:5]([NH2:6])=[CH:4][CH:3]=1.C([O:11][C:12]([C:14]1[N:15]=[C:16]2[CH:21]=[CH:20][C:19]([N:22]3[CH2:27][CH2:26][N:25]([C:28](=[O:39])[C:29]4[CH:34]=[CH:33][CH:32]=[CH:31][C:30]=4[C:35]([F:38])([F:37])[F:36])[CH2:24][CH2:23]3)=[N:18][N:17]2[CH:40]=1)=O)C, predict the reaction product. The product is: [F:1][C:2]1[CH:8]=[CH:7][C:5]([NH:6][C:12]([C:14]2[N:15]=[C:16]3[CH:21]=[CH:20][C:19]([N:22]4[CH2:23][CH2:24][N:25]([C:28](=[O:39])[C:29]5[CH:34]=[CH:33][CH:32]=[CH:31][C:30]=5[C:35]([F:36])([F:38])[F:37])[CH2:26][CH2:27]4)=[N:18][N:17]3[CH:40]=2)=[O:11])=[CH:4][CH:3]=1. (2) Given the reactants C([O:8][C:9]1[N:14]=[C:13]2[NH:15][CH:16]=[N:17][C:12]2=[CH:11][CH:10]=1)C1C=CC=CC=1.[Br:18][C:19]1[CH:24]=[CH:23][CH:22]=[C:21](F)[C:20]=1[C:26]([F:29])([F:28])[F:27], predict the reaction product. The product is: [Br:18][C:19]1[C:20]([C:26]([F:27])([F:28])[F:29])=[C:21]([N:15]2[C:13]3=[N:14][C:9]([OH:8])=[CH:10][CH:11]=[C:12]3[N:17]=[CH:16]2)[CH:22]=[CH:23][CH:24]=1. (3) Given the reactants [S:1]1[CH:5]=[CH:4][N:3]=[CH:2]1.[O:6]=[C:7]1[CH2:16][CH2:15][CH2:14][C:13]2[C:12]([C:17]([O:19][CH3:20])=[O:18])=[CH:11][CH:10]=[CH:9][C:8]1=2.CO, predict the reaction product. The product is: [OH:6][C:7]1([C:2]2[S:1][CH:5]=[CH:4][N:3]=2)[CH2:16][CH2:15][CH2:14][C:13]2[C:12]([C:17]([O:19][CH3:20])=[O:18])=[CH:11][CH:10]=[CH:9][C:8]1=2. (4) Given the reactants [N:1]1([NH:7][C:8]([C:10]2[N:11]=[C:12]([C:24]3[CH:29]=[CH:28][C:27]([Cl:30])=[CH:26][C:25]=3[Cl:31])[N:13]([C:17]3[CH:22]=[CH:21][C:20]([OH:23])=[CH:19][CH:18]=3)[C:14]=2[CH2:15][OH:16])=[O:9])[CH2:6][CH2:5][CH2:4][CH2:3][CH2:2]1.C(N(CC)CC)C.[CH2:39]([S:42](Cl)(=[O:44])=[O:43])[CH2:40][CH3:41], predict the reaction product. The product is: [Cl:31][C:25]1[CH:26]=[C:27]([Cl:30])[CH:28]=[CH:29][C:24]=1[C:12]1[N:13]([C:17]2[CH:18]=[CH:19][C:20]([O:23][S:42]([CH2:39][CH2:40][CH3:41])(=[O:44])=[O:43])=[CH:21][CH:22]=2)[C:14]([CH2:15][OH:16])=[C:10]([C:8](=[O:9])[NH:7][N:1]2[CH2:6][CH2:5][CH2:4][CH2:3][CH2:2]2)[N:11]=1.